Dataset: Reaction yield outcomes from USPTO patents with 853,638 reactions. Task: Predict the reaction yield, written as a fraction of the theoretical maximum amount of product (1.0 means a 100% yield; for example, 0.34 means a 34% yield). (1) The yield is 0.870. The reactants are [CH2:1]([C@H:8]([NH:30][C:31](=[O:38])[O:32][CH:33]1[CH2:37][CH2:36][O:35][CH2:34]1)[C@@H:9]([OH:29])[CH:10]([NH:17][S:18]([C:21]1[CH:26]=[CH:25][C:24]([O:27][CH3:28])=[CH:23][CH:22]=1)(=[O:20])=[O:19])[O:11][CH:12]1[CH2:16][CH2:15][CH2:14][CH2:13]1)[C:2]1[CH:7]=[CH:6][CH:5]=[CH:4][CH:3]=1.C(=O)(O[C@H]1CCOC1)ON1C(=O)CCC1=O.N[C@@H](CC1C=CC=CC=1)[C@H](O)CN(OC1CCCC1)S(C1C=CC(OC)=CC=1)(=O)=O.C(N(CC)C(C)C)(C)C. The product is [CH2:1]([C@H:8]([NH:30][C:31](=[O:38])[O:32][C@H:33]1[CH2:37][CH2:36][O:35][CH2:34]1)[C@@H:9]([OH:29])[CH:10]([NH:17][S:18]([C:21]1[CH:22]=[CH:23][C:24]([O:27][CH3:28])=[CH:25][CH:26]=1)(=[O:20])=[O:19])[O:11][CH:12]1[CH2:13][CH2:14][CH2:15][CH2:16]1)[C:2]1[CH:3]=[CH:4][CH:5]=[CH:6][CH:7]=1. No catalyst specified. (2) The reactants are [CH2:1]([O:8][C:9]1[CH:16]=[CH:15][C:12]([CH2:13][Br:14])=[CH:11][CH:10]=1)[C:2]1[CH:7]=[CH:6][CH:5]=[CH:4][CH:3]=1.[CH:17]1[CH:22]=[CH:21][C:20]([P:23]([C:30]2[CH:35]=[CH:34][CH:33]=[CH:32][CH:31]=2)[C:24]2[CH:29]=[CH:28][CH:27]=[CH:26][CH:25]=2)=[CH:19][CH:18]=1. The catalyst is C1(C)C(C)=CC=CC=1. The product is [Br-:14].[CH2:1]([O:8][C:9]1[CH:16]=[CH:15][C:12]([CH2:13][P+:23]([C:24]2[CH:25]=[CH:26][CH:27]=[CH:28][CH:29]=2)([C:30]2[CH:35]=[CH:34][CH:33]=[CH:32][CH:31]=2)[C:20]2[CH:19]=[CH:18][CH:17]=[CH:22][CH:21]=2)=[CH:11][CH:10]=1)[C:2]1[CH:7]=[CH:6][CH:5]=[CH:4][CH:3]=1. The yield is 0.950. (3) The reactants are [CH2:1]([N:5]1[C:14]([O:15][C@H:16]2[CH2:20][N:19](C(OC(C)(C)C)=O)[C@H:18]([C:28]([O:30][CH3:31])=[O:29])[CH2:17]2)=[CH:13][C:12]2[C:7](=[CH:8][CH:9]=[CH:10][CH:11]=2)[C:6]1=[O:32])[CH2:2][CH:3]=[CH2:4].C(O)(C(F)(F)F)=O. The catalyst is C(Cl)Cl. The product is [CH2:1]([N:5]1[C:14]([O:15][C@H:16]2[CH2:20][NH:19][C@H:18]([C:28]([O:30][CH3:31])=[O:29])[CH2:17]2)=[CH:13][C:12]2[C:7](=[CH:8][CH:9]=[CH:10][CH:11]=2)[C:6]1=[O:32])[CH2:2][CH:3]=[CH2:4]. The yield is 0.970. (4) The reactants are [N+:1]([C:4]1[CH:16]=[C:15]2[C:7](=[CH:8][C:9]3[C:14]2=[CH:13][CH:12]=[CH:11][CH:10]=3)[C:6](=[O:17])[C:5]=1[OH:18])([O-])=O.Cl[Sn]Cl.Cl.[OH-].[NH4+]. The catalyst is C(O)(=O)C. The product is [NH2:1][C:4]1[CH:16]=[C:15]2[C:7](=[CH:8][C:9]3[C:14]2=[CH:13][CH:12]=[CH:11][CH:10]=3)[C:6](=[O:17])[C:5]=1[OH:18]. The yield is 0.650. (5) The reactants are [Cl:1][C:2]1[N:7]=[CH:6][N:5]=[C:4]([NH2:8])[CH:3]=1.[I:9]Cl. The catalyst is CN(C)C=O. The product is [Cl:1][C:2]1[N:7]=[CH:6][N:5]=[C:4]([NH2:8])[C:3]=1[I:9]. The yield is 0.720. (6) The reactants are [Cl:1][C:2]1[C:7]([C:8]2[CH:9]=[C:10]3[C:14](=[CH:15][CH:16]=2)[NH:13]N=C3)=[CH:6][CH:5]=[CH:4][N:3]=1.BrC1C=CC2N=[CH:23][S:24]C=2C=1.ClC1C(B2OC(C)(C)C(C)(C)O2)=CC=CN=1.C([O-])([O-])=O.[Na+].[Na+]. The catalyst is O1CCOCC1.C1C=CC([P]([Pd]([P](C2C=CC=CC=2)(C2C=CC=CC=2)C2C=CC=CC=2)([P](C2C=CC=CC=2)(C2C=CC=CC=2)C2C=CC=CC=2)[P](C2C=CC=CC=2)(C2C=CC=CC=2)C2C=CC=CC=2)(C2C=CC=CC=2)C2C=CC=CC=2)=CC=1. The product is [Cl:1][C:2]1[C:7]([C:8]2[CH:16]=[CH:15][C:14]3[N:13]=[CH:23][S:24][C:10]=3[CH:9]=2)=[CH:6][CH:5]=[CH:4][N:3]=1. The yield is 0.820. (7) The reactants are Br[CH:2]([CH:5]1[CH2:10][CH2:9][N:8]([C:11]([O:13][C:14]([CH3:17])([CH3:16])[CH3:15])=[O:12])[CH2:7][CH2:6]1)[CH:3]=O.[CH3:18][C:19]1[C:20]([NH2:25])=[N:21][CH:22]=[CH:23][CH:24]=1. The catalyst is C(O)C. The product is [CH3:18][C:19]1[C:20]2[N:21]([C:2]([CH:5]3[CH2:10][CH2:9][N:8]([C:11]([O:13][C:14]([CH3:17])([CH3:16])[CH3:15])=[O:12])[CH2:7][CH2:6]3)=[CH:3][N:25]=2)[CH:22]=[CH:23][CH:24]=1. The yield is 0.790.